Task: Predict the reactants needed to synthesize the given product.. Dataset: Full USPTO retrosynthesis dataset with 1.9M reactions from patents (1976-2016) (1) Given the product [Cl:19][Si:18]([CH:8]1[C:9]2[C:14](=[C:13]([CH3:16])[CH:12]=[C:11]([CH3:17])[CH:10]=2)[CH:15]=[C:7]1[CH3:6])([CH3:22])[CH3:21], predict the reactants needed to synthesize it. The reactants are: [Li]CCCC.[CH3:6][C:7]1[CH2:8][C:9]2[C:14]([CH:15]=1)=[C:13]([CH3:16])[CH:12]=[C:11]([CH3:17])[CH:10]=2.[Si:18]([CH3:22])([CH3:21])(Cl)[Cl:19].[Li]. (2) Given the product [OH:33][CH2:32][C:3]([C:7]1[CH:8]=[CH:9][C:10]([O:13][CH2:14][CH2:15][CH2:16][CH2:17][CH2:18][CH2:19][CH2:20][CH2:21][CH2:22][CH2:23][CH2:24][CH2:25][CH2:26][CH2:27][CH2:28][CH2:29][CH2:30][CH3:31])=[CH:11][CH:12]=1)([CH2:2][OH:1])[CH2:4][OH:5], predict the reactants needed to synthesize it. The reactants are: [OH:1][CH2:2][C:3]([CH2:32][OH:33])([C:7]1[CH:12]=[CH:11][C:10]([O:13][CH2:14][CH2:15][CH2:16][CH2:17][CH2:18][CH2:19][CH2:20][CH2:21][CH2:22][CH2:23][CH2:24][CH2:25][CH2:26][CH2:27][CH2:28][CH2:29][CH2:30][CH3:31])=[CH:9][CH:8]=1)[C:4](O)=[O:5].